Dataset: Peptide-MHC class II binding affinity with 134,281 pairs from IEDB. Task: Regression. Given a peptide amino acid sequence and an MHC pseudo amino acid sequence, predict their binding affinity value. This is MHC class II binding data. (1) The peptide sequence is MMFLSLGVGADQGCAR. The MHC is DRB1_0701 with pseudo-sequence DRB1_0701. The binding affinity (normalized) is 0.631. (2) The peptide sequence is SLGEAWTGGGSDKAL. The MHC is HLA-DPA10201-DPB10101 with pseudo-sequence HLA-DPA10201-DPB10101. The binding affinity (normalized) is 0.215. (3) The peptide sequence is AAFNNAIKAGTGGAY. The MHC is HLA-DQA10301-DQB10302 with pseudo-sequence HLA-DQA10301-DQB10302. The binding affinity (normalized) is 0.142. (4) The peptide sequence is INEPTACAIAYGLDR. The MHC is HLA-DQA10501-DQB10301 with pseudo-sequence HLA-DQA10501-DQB10301. The binding affinity (normalized) is 0.532. (5) The peptide sequence is YGSLPQKSQHGR. The MHC is H-2-IAd with pseudo-sequence H-2-IAd. The binding affinity (normalized) is 0. (6) The binding affinity (normalized) is 0.237. The peptide sequence is DTEVHNVWATQACVPTDPNP. The MHC is DRB1_0701 with pseudo-sequence DRB1_0701. (7) The peptide sequence is SLGEAWTGGGSDKAL. The MHC is DRB1_0701 with pseudo-sequence DRB1_0701. The binding affinity (normalized) is 0.271. (8) The peptide sequence is STIFPFRRLFMVAEV. The MHC is DRB1_1501 with pseudo-sequence DRB1_1501. The binding affinity (normalized) is 0.806.